From a dataset of Full USPTO retrosynthesis dataset with 1.9M reactions from patents (1976-2016). Predict the reactants needed to synthesize the given product. (1) Given the product [CH2:1]([C@@H:8]1[CH2:12][O:11][C:10](=[O:13])[N:9]1[C:14](=[O:23])[C@@H:15]([C:16]1[CH:17]=[CH:18][C:19]([Cl:22])=[CH:20][CH:21]=1)[CH2:45][N:37]([CH2:36][CH:33]1[CH2:34][CH2:35]1)[C:38](=[O:44])[O:39][C:40]([CH3:43])([CH3:41])[CH3:42])[C:2]1[CH:7]=[CH:6][CH:5]=[CH:4][CH:3]=1, predict the reactants needed to synthesize it. The reactants are: [CH2:1]([C@@H:8]1[CH2:12][O:11][C:10](=[O:13])[N:9]1[C:14](=[O:23])[CH2:15][C:16]1[CH:21]=[CH:20][C:19]([Cl:22])=[CH:18][CH:17]=1)[C:2]1[CH:7]=[CH:6][CH:5]=[CH:4][CH:3]=1.CCN(C(C)C)C(C)C.[CH:33]1([CH2:36][N:37]([CH2:45]OC)[C:38](=[O:44])[O:39][C:40]([CH3:43])([CH3:42])[CH3:41])[CH2:35][CH2:34]1. (2) Given the product [F:21][CH2:20][CH2:19][O:1][C:2]1[CH:3]=[C:4]([CH:7]=[CH:8][C:9]=1[O:10][CH3:11])[CH:5]=[O:6], predict the reactants needed to synthesize it. The reactants are: [OH:1][C:2]1[CH:3]=[C:4]([CH:7]=[CH:8][C:9]=1[O:10][CH3:11])[CH:5]=[O:6].C([O-])([O-])=O.[K+].[K+].Br[CH2:19][CH2:20][F:21].[Cl-].[Na+]. (3) Given the product [CH3:1][O:2][C:3]1[C:4]([CH2:12][N:13]([CH3:14])[CH3:15])=[C:5]2[C:9](=[CH:10][CH:11]=1)[N:8]([S:28]([C:23]1[CH:24]=[CH:25][CH:26]=[CH:27][C:22]=1[CH3:21])(=[O:30])=[O:29])[CH:7]=[CH:6]2, predict the reactants needed to synthesize it. The reactants are: [CH3:1][O:2][C:3]1[C:4]([CH2:12][N:13]([CH3:15])[CH3:14])=[C:5]2[C:9](=[CH:10][CH:11]=1)[NH:8][CH:7]=[CH:6]2.CN(C=O)C.[CH3:21][C:22]1[CH:27]=[CH:26][CH:25]=[CH:24][C:23]=1[S:28](Cl)(=[O:30])=[O:29]. (4) Given the product [C:1]([N:11]1[CH2:12][CH2:13][N:8]([CH2:14][C:15]2[C:23]([C:24]([F:26])([F:25])[F:27])=[CH:22][CH:21]=[C:20]3[C:16]=2[CH2:17][CH2:18][C@H:19]3[O:28][C:29]2[CH:41]=[CH:40][C:32]3[C@H:33]([CH2:36][C:37]([OH:39])=[O:38])[CH2:34][O:35][C:31]=3[CH:30]=2)[CH2:9][CH2:10]1)(=[O:3])[CH3:2], predict the reactants needed to synthesize it. The reactants are: [C:1](OC(=O)C)(=[O:3])[CH3:2].[N:8]1([CH2:14][C:15]2[C:23]([C:24]([F:27])([F:26])[F:25])=[CH:22][CH:21]=[C:20]3[C:16]=2[CH2:17][CH2:18][C@H:19]3[O:28][C:29]2[CH:41]=[CH:40][C:32]3[C@H:33]([CH2:36][C:37]([OH:39])=[O:38])[CH2:34][O:35][C:31]=3[CH:30]=2)[CH2:13][CH2:12][NH:11][CH2:10][CH2:9]1.C(N(CC)C(C)C)(C)C.[OH-].[Na+].Cl. (5) Given the product [Cl:1][C:2]1[CH:3]=[C:4]([CH:9]([CH2:13][CH:14]2[CH2:19][CH2:18][CH2:17][CH2:16][O:15]2)[C:10]([NH:53][C:54]2[S:55][CH:56]=[CH:57][N:58]=2)=[O:12])[CH:5]=[CH:6][C:7]=1[Cl:8], predict the reactants needed to synthesize it. The reactants are: [Cl:1][C:2]1[CH:3]=[C:4]([CH:9]([CH2:13][CH:14]2[CH2:19][CH2:18][CH2:17][CH2:16][O:15]2)[C:10]([OH:12])=O)[CH:5]=[CH:6][C:7]=1[Cl:8].F[P-](F)(F)(F)(F)F.N1(OC(N(C)C)=[N+](C)C)C2C=CC=CC=2N=N1.C(N(CC)C(C)C)(C)C.[NH2:53][C:54]1[S:55][CH:56]=[CH:57][N:58]=1. (6) Given the product [NH2:8][C@@H:17]([C:24]1[CH:29]=[CH:28][CH:27]=[CH:26][CH:25]=1)[C@H:18]([CH3:23])[C:19]([O:21][CH3:22])=[O:20], predict the reactants needed to synthesize it. The reactants are: C([N:8]([C@@H:17]([C:24]1[CH:29]=[CH:28][CH:27]=[CH:26][CH:25]=1)[C@H:18]([CH3:23])[C:19]([O:21][CH3:22])=[O:20])[C@@H](C)C1C=CC=CC=1)C1C=CC=CC=1.[H][H].